From a dataset of Forward reaction prediction with 1.9M reactions from USPTO patents (1976-2016). Predict the product of the given reaction. The product is: [CH2:15]1[C:26]2[C:27](=[CH:28][CH:29]=[C:24]([NH:23][C:19]3[N:18]=[C:17]([C:16]4[C:8]([C:4]5[CH:3]=[C:2]([NH:1][C:35](=[O:36])[C:34]6[CH:33]=[CH:32][CH:40]=[CH:39][CH:38]=6)[CH:7]=[CH:6][CH:5]=5)=[N:9][N:10]5[CH:15]=[CH:14][CH:13]=[CH:12][C:11]=45)[CH:22]=[CH:21][N:20]=3)[CH:25]=2)[CH2:12][CH2:11][NH:10]1. Given the reactants [NH2:1][C:2]1[CH:3]=[C:4]([C:8]2[C:16]([C:17]3[CH:22]=[CH:21][N:20]=[C:19]([NH:23][C:24]4[CH:29]=[CH:28][CH:27]=[C:26](F)[CH:25]=4)[N:18]=3)=[C:11]3[CH:12]=[CH:13][CH:14]=[CH:15][N:10]3[N:9]=2)[CH:5]=[CH:6][CH:7]=1.Br[C:32]1[C:33](CC(C2SC=CC=2)=O)=[C:34]([CH:38]=[CH:39][C:40]=1F)[C:35](Cl)=[O:36], predict the reaction product.